From a dataset of Forward reaction prediction with 1.9M reactions from USPTO patents (1976-2016). Predict the product of the given reaction. (1) Given the reactants C(O[C:4](=[O:25])[C:5]1[CH:10]=[C:9]([O:11][CH3:12])[C:8]([O:13][CH3:14])=[CH:7][C:6]=1[NH:15][C:16](=[O:24])[CH2:17][CH2:18][C:19]([O:21][CH2:22][CH3:23])=[O:20])C.CN(C)C=O.[H-].[Na+].[H][H], predict the reaction product. The product is: [CH2:22]([O:21][C:19]([C:18]1[CH2:17][C:16](=[O:24])[NH:15][C:6]2[CH:7]=[C:8]([O:13][CH3:14])[C:9]([O:11][CH3:12])=[CH:10][C:5]=2[C:4]=1[OH:25])=[O:20])[CH3:23]. (2) Given the reactants [C:1]([O:5][C:6](=[O:34])[NH:7][C@H:8]([C:26]([N:28]1[CH2:32][CH2:31][C@H:30]([F:33])[CH2:29]1)=[O:27])[C@H:9]([C:11]1[CH:16]=[CH:15][C:14](B2OC(C)(C)C(C)(C)O2)=[CH:13][CH:12]=1)[CH3:10])([CH3:4])([CH3:3])[CH3:2].[OH:35]O.[OH-].[Na+].Cl, predict the reaction product. The product is: [C:1]([O:5][C:6](=[O:34])[NH:7][C@H:8]([C:26]([N:28]1[CH2:32][CH2:31][C@H:30]([F:33])[CH2:29]1)=[O:27])[C@H:9]([C:11]1[CH:12]=[CH:13][C:14]([OH:35])=[CH:15][CH:16]=1)[CH3:10])([CH3:3])([CH3:4])[CH3:2]. (3) The product is: [CH3:1][S:2]([O:5][C:6]1[CH:7]=[CH:8][C:9]([C:12]2([C:22]3[CH:27]=[CH:26][CH:25]=[C:24]([Br:28])[CH:23]=3)[C:16]3=[N:17][CH2:18][CH2:19][CH2:20][N:15]3[C:14]([NH2:30])=[N:13]2)=[CH:10][CH:11]=1)(=[O:4])=[O:3]. Given the reactants [CH3:1][S:2]([O:5][C:6]1[CH:11]=[CH:10][C:9]([C:12]2([C:22]3[CH:27]=[CH:26][CH:25]=[C:24]([Br:28])[CH:23]=3)[C:16]3=[N:17][CH2:18][CH2:19][CH2:20][N:15]3[C:14](=S)[NH:13]2)=[CH:8][CH:7]=1)(=[O:4])=[O:3].[OH-].[NH4+:30].C(OO)(C)(C)C, predict the reaction product. (4) Given the reactants Cl.Cl.Cl.[O:4]1[C:8]2=[C:9]([N:13]3[CH2:18][CH2:17][N:16]([CH2:19][CH2:20][C@H:21]4[CH2:26][CH2:25][C@H:24]([NH2:27])[CH2:23][CH2:22]4)[CH2:15][CH2:14]3)[N:10]=[CH:11][CH:12]=[C:7]2[CH2:6][CH2:5]1.[F:28][C:29]1[CH:37]=[CH:36][C:32]([C:33](O)=[O:34])=[CH:31][CH:30]=1, predict the reaction product. The product is: [O:4]1[C:8]2=[C:9]([N:13]3[CH2:18][CH2:17][N:16]([CH2:19][CH2:20][C@H:21]4[CH2:26][CH2:25][C@H:24]([NH:27][C:33](=[O:34])[C:32]5[CH:36]=[CH:37][C:29]([F:28])=[CH:30][CH:31]=5)[CH2:23][CH2:22]4)[CH2:15][CH2:14]3)[N:10]=[CH:11][CH:12]=[C:7]2[CH2:6][CH2:5]1. (5) Given the reactants [Br:1][C:2]1[C:11]([F:12])=[CH:10][C:5]([C:6]([O:8][CH3:9])=[O:7])=[C:4]([CH3:13])[CH:3]=1.[Br:14]N1C(=O)CCC1=O, predict the reaction product. The product is: [Br:1][C:2]1[C:11]([F:12])=[CH:10][C:5]([C:6]([O:8][CH3:9])=[O:7])=[C:4]([CH2:13][Br:14])[CH:3]=1. (6) Given the reactants C([O:3][C:4](=[O:17])[CH:5]([O:7][C:8]1[CH:13]=[CH:12][C:11]([CH2:14][CH2:15][CH3:16])=[CH:10][CH:9]=1)[CH3:6])C.[OH-].[Na+], predict the reaction product. The product is: [CH2:14]([C:11]1[CH:12]=[CH:13][C:8]([O:7][CH:5]([CH3:6])[C:4]([OH:17])=[O:3])=[CH:9][CH:10]=1)[CH2:15][CH3:16].